From a dataset of Forward reaction prediction with 1.9M reactions from USPTO patents (1976-2016). Predict the product of the given reaction. (1) Given the reactants [Mg].Br[C:3]1[CH:8]=[CH:7][CH:6]=[CH:5][C:4]=1[C:9]([F:12])([F:11])[F:10].[CH2:13]([N:20]1[CH2:25][CH2:24][O:23][CH:22]([C:26]2([C:29]3[CH:34]=[CH:33][CH:32]=[CH:31][CH:30]=3)[CH2:28][O:27]2)[CH2:21]1)[C:14]1[CH:19]=[CH:18][CH:17]=[CH:16][CH:15]=1.O, predict the reaction product. The product is: [CH2:13]([N:20]1[CH2:25][CH2:24][O:23][CH:22]([C:26]([C:29]2[CH:34]=[CH:33][CH:32]=[CH:31][CH:30]=2)([OH:27])[CH2:28][C:3]2[CH:8]=[CH:7][CH:6]=[CH:5][C:4]=2[C:9]([F:12])([F:11])[F:10])[CH2:21]1)[C:14]1[CH:15]=[CH:16][CH:17]=[CH:18][CH:19]=1. (2) Given the reactants [Cl:1][C:2]1[CH:7]=[C:6]2[NH:8][C:9](=[O:38])[C:10]3([CH:15]([C:16]4[CH:21]=[C:20]([Cl:22])[CH:19]=[CH:18][C:17]=4[O:23][C:24]([CH3:28])([CH3:27])[CH2:25][OH:26])[CH2:14][C:13](=[O:29])[NH:12][CH:11]3[C:30]3[CH:35]=[C:34]([F:36])[CH:33]=[CH:32][C:31]=3[CH3:37])[C:5]2=[CH:4][CH:3]=1.CCN=C=NCCCN(C)C.Cl.C1C=CC2N(O)N=NC=2C=1.CCN(C(C)C)C(C)C.[CH3:70][O:71][CH2:72][CH2:73][NH2:74], predict the reaction product. The product is: [Cl:1][C:2]1[CH:7]=[C:6]2[NH:8][C:9](=[O:38])[C:10]3([CH:15]([C:16]4[CH:21]=[C:20]([Cl:22])[CH:19]=[CH:18][C:17]=4[O:23][C:24]([C:25](=[O:26])[NH:74][CH2:73][CH2:72][O:71][CH3:70])([CH3:28])[CH3:27])[CH2:14][C:13](=[O:29])[NH:12][CH:11]3[C:30]3[CH:35]=[C:34]([F:36])[CH:33]=[CH:32][C:31]=3[CH3:37])[C:5]2=[CH:4][CH:3]=1. (3) Given the reactants [CH3:16][C:11]1([CH3:17])[C:12]([CH3:15])([CH3:14])[O:13][B:9]([B:9]2[O:13][C:12]([CH3:15])([CH3:14])[C:11]([CH3:17])([CH3:16])[O:10]2)[O:10]1.CC([O-])=O.[K+].Br[C:25]1[CH:41]=[CH:40][C:28]([O:29][C:30]2[N:38]([CH3:39])[C:33]3=[N:34][CH:35]=[CH:36][CH:37]=[C:32]3[N:31]=2)=[CH:27][CH:26]=1, predict the reaction product. The product is: [CH3:39][N:38]1[C:33]2=[N:34][CH:35]=[CH:36][CH:37]=[C:32]2[N:31]=[C:30]1[O:29][C:28]1[CH:40]=[CH:41][C:25]([B:9]2[O:10][C:11]([CH3:16])([CH3:17])[C:12]([CH3:14])([CH3:15])[O:13]2)=[CH:26][CH:27]=1. (4) Given the reactants [F:1][C:2]1[CH:3]=[C:4]([C:30](=O)[CH3:31])[CH:5]=[CH:6][C:7]=1[N:8]1[CH2:13][CH2:12][N:11]([C:14](=[O:29])[C:15]2[CH:20]=[C:19]([S:21]([CH3:24])(=[O:23])=[O:22])[CH:18]=[CH:17][C:16]=2[O:25][CH:26]([CH3:28])[CH3:27])[CH2:10][CH2:9]1.Cl.[CH3:34][O:35][NH2:36].C([O-])(=O)C.[Na+], predict the reaction product. The product is: [CH3:34][O:35][N:36]=[C:30]([C:4]1[CH:5]=[CH:6][C:7]([N:8]2[CH2:9][CH2:10][N:11]([C:14](=[O:29])[C:15]3[CH:20]=[C:19]([S:21]([CH3:24])(=[O:22])=[O:23])[CH:18]=[CH:17][C:16]=3[O:25][CH:26]([CH3:28])[CH3:27])[CH2:12][CH2:13]2)=[C:2]([F:1])[CH:3]=1)[CH3:31].